This data is from Forward reaction prediction with 1.9M reactions from USPTO patents (1976-2016). The task is: Predict the product of the given reaction. (1) Given the reactants FC(F)(F)C(O)=O.[CH2:8]([N:19]([CH2:31][C:32]([OH:34])=[O:33])[CH2:20][CH2:21][N:22]([CH2:27][C:28]([OH:30])=[O:29])[CH2:23][C:24]([OH:26])=[O:25])[CH2:9][N:10]([CH2:15][C:16]([OH:18])=[O:17])[CH2:11][C:12]([OH:14])=[O:13].C(OC([NH:42][CH2:43][CH:44]1[CH2:49][CH2:48][CH:47]([CH2:50][NH-:51])[CH2:46][CH2:45]1)=O)(C)(C)C, predict the reaction product. The product is: [CH2:20]([N:19]([CH2:31][C:32]([OH:34])=[O:33])[CH2:8][CH2:9][N:10]([CH2:11][C:12]([OH:14])=[O:13])[CH2:15][C:16]([OH:18])=[O:17])[CH2:21][N:22]([CH2:27][C:28]([OH:30])=[O:29])[CH2:23][C:24]([OH:26])=[O:25].[NH2:42][CH2:43][CH:44]1[CH2:49][CH2:48][CH:47]([CH2:50][NH-:51])[CH2:46][CH2:45]1. (2) Given the reactants Cl.[F:2][C:3]1[CH:4]=[C:5]([NH:13][NH2:14])[CH:6]=[CH:7][C:8]=1[S:9]([CH3:12])(=[O:11])=[O:10].[F:15][C:16]([F:30])([F:29])[C:17](=O)[CH2:18][C:19]([C:21]1[CH:26]=[CH:25][C:24]([Br:27])=[CH:23][CH:22]=1)=O, predict the reaction product. The product is: [Br:27][C:24]1[CH:23]=[CH:22][C:21]([C:19]2[N:13]([C:5]3[CH:6]=[CH:7][C:8]([S:9]([CH3:12])(=[O:10])=[O:11])=[C:3]([F:2])[CH:4]=3)[N:14]=[C:17]([C:16]([F:15])([F:29])[F:30])[CH:18]=2)=[CH:26][CH:25]=1. (3) Given the reactants [CH:1]1([CH2:4][O:5][C:6]2[N:11]=[C:10]([C:12]([OH:14])=O)[CH:9]=[CH:8][C:7]=2[CH:15]2[CH2:20][CH2:19][O:18][CH2:17][CH2:16]2)[CH2:3][CH2:2]1.[CH3:21][C:22]([CH3:29])([C:24]1[S:25][CH:26]=[CH:27][N:28]=1)[NH2:23], predict the reaction product. The product is: [CH3:21][C:22]([NH:23][C:12]([C:10]1[CH:9]=[CH:8][C:7]([CH:15]2[CH2:20][CH2:19][O:18][CH2:17][CH2:16]2)=[C:6]([O:5][CH2:4][CH:1]2[CH2:2][CH2:3]2)[N:11]=1)=[O:14])([C:24]1[S:25][CH:26]=[CH:27][N:28]=1)[CH3:29]. (4) The product is: [CH3:34][C@H:14]1[C:15]2[C:20]([N:21]3[CH2:26][CH2:25][N:24]([C:27]([O:29][C:30]([CH3:33])([CH3:32])[CH3:31])=[O:28])[CH2:23][CH2:22]3)=[N:19][CH:18]=[N:17][C:16]=2[C:12](=[O:11])[CH2:13]1. Given the reactants CS(C)=O.C(Cl)(=O)C(Cl)=O.[OH:11][CH:12]1[C:16]2[N:17]=[CH:18][N:19]=[C:20]([N:21]3[CH2:26][CH2:25][N:24]([C:27]([O:29][C:30]([CH3:33])([CH3:32])[CH3:31])=[O:28])[CH2:23][CH2:22]3)[C:15]=2[C@H:14]([CH3:34])[CH2:13]1.CCN(CC)CC, predict the reaction product.